The task is: Predict the reaction yield, written as a fraction of the theoretical maximum amount of product (1.0 means a 100% yield; for example, 0.34 means a 34% yield).. This data is from Reaction yield outcomes from USPTO patents with 853,638 reactions. (1) The reactants are I[CH2:2][C@@H:3]([CH3:16])[CH2:4][N:5]1[C:10]2[CH:11]=[CH:12][CH:13]=[CH:14][C:9]=2[S:8][CH2:7][C:6]1=[O:15].[CH2:17]([CH:22]1[CH2:28][CH:27]2[NH:29][CH:24]([CH2:25][CH2:26]2)[CH2:23]1)[CH2:18][CH2:19][CH2:20][CH3:21]. The catalyst is CC#N. The product is [CH3:16][C@H:3]([CH2:2][N:29]1[CH:24]2[CH2:25][CH2:26][CH:27]1[CH2:28][CH:22]([CH2:17][CH2:18][CH2:19][CH2:20][CH3:21])[CH2:23]2)[CH2:4][N:5]1[C:10]2[CH:11]=[CH:12][CH:13]=[CH:14][C:9]=2[S:8][CH2:7][C:6]1=[O:15]. The yield is 0.490. (2) The reactants are [N:1]([CH2:4][CH2:5][CH2:6][NH:7][C:8](=[O:42])[CH2:9][CH2:10][CH:11]([C:38]([O:40][CH3:41])=[O:39])[NH:12][C:13](=[O:37])[CH:14]([CH2:33][CH:34]([CH3:36])[CH3:35])[NH:15][C:16](=[O:32])[CH:17]([CH2:29][C:30]#[CH:31])[NH:18][C:19](=[O:28])[O:20][CH2:21][C:22]1[CH:27]=[CH:26][CH:25]=[CH:24][CH:23]=1)=[N+:2]=[N-:3].C1CCN2C(=NCCC2)CC1. The catalyst is C(Cl)Cl. The product is [CH2:21]([O:20][C:19]([NH:18][CH:17]1[CH2:29][C:30]2=[CH:31][N:1]([N:2]=[N:3]2)[CH2:4][CH2:5][CH2:6][NH:7][C:8](=[O:42])[CH2:9][CH2:10][CH:11]([C:38]([O:40][CH3:41])=[O:39])[NH:12][C:13](=[O:37])[CH:14]([CH2:33][CH:34]([CH3:35])[CH3:36])[NH:15][C:16]1=[O:32])=[O:28])[C:22]1[CH:27]=[CH:26][CH:25]=[CH:24][CH:23]=1. The yield is 0.450. (3) The reactants are [NH2:1][C@H:2]([C@@H:5]([CH2:7][NH:8][C:9]([O:11][C:12]([CH3:15])([CH3:14])[CH3:13])=[O:10])[OH:6])[CH2:3][CH3:4].C(Cl)Cl.[Cl:19][C:20]1[CH:25]=[C:24]([F:26])[CH:23]=[CH:22][C:21]=1[S:27](Cl)(=[O:29])=[O:28]. The catalyst is C([O-])(O)=O.[Na+]. The product is [Cl:19][C:20]1[CH:25]=[C:24]([F:26])[CH:23]=[CH:22][C:21]=1[S:27]([NH:1][C@H:2]([C@@H:5]([CH2:7][NH:8][C:9]([O:11][C:12]([CH3:14])([CH3:13])[CH3:15])=[O:10])[OH:6])[CH2:3][CH3:4])(=[O:29])=[O:28]. The yield is 0.660.